This data is from Reaction yield outcomes from USPTO patents with 853,638 reactions. The task is: Predict the reaction yield, written as a fraction of the theoretical maximum amount of product (1.0 means a 100% yield; for example, 0.34 means a 34% yield). (1) The reactants are [CH3:1][O:2][C:3]1[CH:16]=[CH:15][C:6]([CH2:7][N:8]2[CH2:13][CH2:12][CH:11]([OH:14])[CH2:10][CH2:9]2)=[CH:5][CH:4]=1.C1(P(C2C=CC=CC=2)C2C=CC=CC=2)C=CC=CC=1.[Cl:36][C:37]1[CH:38]=[C:39]([CH:44]=[CH:45][C:46]=1O)[C:40]([O:42][CH3:43])=[O:41].N(C(OC(C)C)=O)=NC(OC(C)C)=O. The catalyst is C1(C)C=CC=CC=1. The product is [Cl:36][C:37]1[CH:38]=[C:39]([CH:44]=[CH:45][C:46]=1[O:14][CH:11]1[CH2:10][CH2:9][N:8]([CH2:7][C:6]2[CH:5]=[CH:4][C:3]([O:2][CH3:1])=[CH:16][CH:15]=2)[CH2:13][CH2:12]1)[C:40]([O:42][CH3:43])=[O:41]. The yield is 0.100. (2) The reactants are FC(F)(F)C(O)=O.[CH2:8]([O:15][C:16](=[O:37])[CH2:17][C@@H:18]([NH2:36])[C:19]([NH:21][C@H:22]([C:27](=[O:35])[NH:28][C:29]1[CH:34]=[CH:33][N:32]=[CH:31][CH:30]=1)[C:23]([CH3:26])([CH3:25])[CH3:24])=[O:20])[C:9]1[CH:14]=[CH:13][CH:12]=[CH:11][CH:10]=1.CO[CH:40]1[CH:44]([C:45]2[CH:50]=[CH:49][C:48]([C:51]3[CH:56]=[CH:55][C:54]([C:57]#[N:58])=[CH:53][CH:52]=3)=[CH:47][CH:46]=2)[CH2:43][CH:42](OC)O1. No catalyst specified. The product is [CH2:8]([O:15][C:16](=[O:37])[CH2:17][C@@H:18]([N:36]1[CH:42]=[CH:43][C:44]([C:45]2[CH:50]=[CH:49][C:48]([C:51]3[CH:52]=[CH:53][C:54]([C:57]#[N:58])=[CH:55][CH:56]=3)=[CH:47][CH:46]=2)=[CH:40]1)[C:19]([NH:21][C@H:22]([C:27](=[O:35])[NH:28][C:29]1[CH:34]=[CH:33][N:32]=[CH:31][CH:30]=1)[C:23]([CH3:26])([CH3:25])[CH3:24])=[O:20])[C:9]1[CH:10]=[CH:11][CH:12]=[CH:13][CH:14]=1. The yield is 0.420. (3) The reactants are [C:1]([NH:4][CH2:5][CH2:6][C:7]1[N:16]=[C:15]([C:17]([OH:19])=O)[C:14]2[C:9](=[CH:10][CH:11]=[CH:12][CH:13]=2)[N:8]=1)(=[O:3])[CH3:2].Cl.[OH:21][C:22]1[C:31]([O:32][CH3:33])=[CH:30][CH:29]=[C:28]2[C:23]=1[CH2:24][CH2:25][NH:26][CH2:27]2. No catalyst specified. The product is [C:1]([NH:4][CH2:5][CH2:6][C:7]1[N:16]=[C:15]([C:17]([N:26]2[CH2:25][CH2:24][C:23]3[C:28](=[CH:29][CH:30]=[C:31]([O:32][CH3:33])[C:22]=3[OH:21])[CH2:27]2)=[O:19])[C:14]2[C:9](=[CH:10][CH:11]=[CH:12][CH:13]=2)[N:8]=1)(=[O:3])[CH3:2]. The yield is 0.300. (4) The reactants are [Cl:1][C:2]1[C:7]([C:8]([NH2:10])=[O:9])=[C:6]([OH:11])[C:5]([NH:12][C:13]2[C:16](=[O:17])[C:15](=[O:18])[C:14]=2Cl)=[CH:4][CH:3]=1.[Cl:20][C:21]1[CH:27]=[C:26]([F:28])[CH:25]=[CH:24][C:22]=1[NH2:23]. The catalyst is CS(C)=O. The product is [Cl:1][C:2]1[C:7]([C:8]([NH2:10])=[O:9])=[C:6]([OH:11])[C:5]([NH:12][C:13]2[C:16](=[O:17])[C:15](=[O:18])[C:14]=2[NH:23][C:22]2[CH:24]=[CH:25][C:26]([F:28])=[CH:27][C:21]=2[Cl:20])=[CH:4][CH:3]=1. The yield is 0.230. (5) The reactants are [O:1]=[C:2]1[C:7]([CH2:8][C:9]2[CH:14]=[CH:13][C:12]([C:15]3[C:16]([C:21]#[N:22])=[CH:17][CH:18]=[CH:19][CH:20]=3)=[CH:11][CH:10]=2)=[C:6]([CH2:23][CH2:24][CH3:25])[N:5]2[N:26]=[CH:27][N:28]=[C:4]2[N:3]1[CH:29]1[CH2:37][CH2:36][C:35]2[NH:34][N:33]=[CH:32][C:31]=2[CH2:30]1.[H-].[Na+].CN(C)C(=O)C.[CH3:46][C:47]1([CH3:50])[CH2:49][O:48]1. The catalyst is O.C(OCC)(=O)C. The product is [OH:48][C:47]([CH3:50])([CH3:49])[CH2:46][N:33]1[CH:32]=[C:31]2[C:35]([CH2:36][CH2:37][CH:29]([N:3]3[C:2](=[O:1])[C:7]([CH2:8][C:9]4[CH:10]=[CH:11][C:12]([C:15]5[C:16]([C:21]#[N:22])=[CH:17][CH:18]=[CH:19][CH:20]=5)=[CH:13][CH:14]=4)=[C:6]([CH2:23][CH2:24][CH3:25])[N:5]4[N:26]=[CH:27][N:28]=[C:4]34)[CH2:30]2)=[N:34]1. The yield is 0.110. (6) The reactants are [CH3:1][C:2]1[N:37]=[C:5]2[N:6]([CH2:33][C:34](=O)[CH3:35])[C:7](=[O:32])[C:8]([CH2:13][C:14]3[CH:19]=[CH:18][C:17]([C:20]4[CH:25]=[CH:24][CH:23]=[CH:22][C:21]=4[C:26]4[NH:30][C:29](=[O:31])[O:28][N:27]=4)=[CH:16][CH:15]=3)=[C:9]([CH2:10][CH2:11][CH3:12])[N:4]2[N:3]=1.Cl.[NH2:39][O:40][CH3:41].N1C=CC=CC=1.Cl. The catalyst is O.C(OCC)(=O)C. The product is [CH3:41][O:40]/[N:39]=[C:34](\[CH3:35])/[CH2:33][N:6]1[C:7](=[O:32])[C:8]([CH2:13][C:14]2[CH:19]=[CH:18][C:17]([C:20]3[CH:25]=[CH:24][CH:23]=[CH:22][C:21]=3[C:26]3[NH:30][C:29](=[O:31])[O:28][N:27]=3)=[CH:16][CH:15]=2)=[C:9]([CH2:10][CH2:11][CH3:12])[N:4]2[N:3]=[C:2]([CH3:1])[N:37]=[C:5]12. The yield is 0.340. (7) The reactants are [CH:1]1([C:4]([N:6]2[CH2:10][CH2:9][C@@H:8]([CH2:11][C:12]3[N:13]([C:18]4[CH:23]=[CH:22][C:21](B5OC(C)(C)C(C)(C)O5)=[CH:20][CH:19]=4)[C:14](=[O:17])[NH:15][N:16]=3)[CH2:7]2)=[O:5])[CH2:3][CH2:2]1.FC(F)(F)S(O[C:39]1[CH:47]=[CH:46][C:42]2[CH:43]=[CH:44][O:45][C:41]=2[CH:40]=1)(=O)=O.C(=O)([O-])[O-].[K+].[K+]. The catalyst is O1CCOCC1.C1C=CC(P(C2C=CC=CC=2)[C-]2C=CC=C2)=CC=1.C1C=CC(P(C2C=CC=CC=2)[C-]2C=CC=C2)=CC=1.Cl[Pd]Cl.[Fe+2].ClCCl. The product is [O:45]1[C:41]2[CH:40]=[C:39]([C:21]3[CH:22]=[CH:23][C:18]([N:13]4[C:12]([CH2:11][C@@H:8]5[CH2:9][CH2:10][N:6]([C:4]([CH:1]6[CH2:3][CH2:2]6)=[O:5])[CH2:7]5)=[N:16][NH:15][C:14]4=[O:17])=[CH:19][CH:20]=3)[CH:47]=[CH:46][C:42]=2[CH:43]=[CH:44]1. The yield is 0.150.